This data is from Reaction yield outcomes from USPTO patents with 853,638 reactions. The task is: Predict the reaction yield, written as a fraction of the theoretical maximum amount of product (1.0 means a 100% yield; for example, 0.34 means a 34% yield). (1) The reactants are [OH:1][C@H:2]1[CH2:6][NH:5][C@@H:4]([C:7]([OH:9])=[O:8])[CH2:3]1.[CH3:10]O. No catalyst specified. The product is [CH3:10][O:8][C:7]([C@H:4]1[CH2:3][C@@H:2]([OH:1])[CH2:6][NH:5]1)=[O:9]. The yield is 0.950. (2) The reactants are [CH2:1]([N:8]1[C:12]([C:13]2[CH:18]=[CH:17][C:16]([F:19])=[CH:15][CH:14]=2)=[C:11]([C:20]2[CH:25]=[CH:24][NH:23][C:22](=[O:26])[CH:21]=2)[N:10]=[C:9]1[Cl:27])[C:2]1[CH:7]=[CH:6][CH:5]=[CH:4][CH:3]=1. The yield is 0.630. The product is [CH2:1]([N:8]1[C:12]2[C:11](=[C:20]3[C:21](=[C:18]4[CH:17]=[C:16]([F:19])[CH:15]=[CH:14][C:13]4=2)[C:22](=[O:26])[NH:23][CH:24]=[CH:25]3)[N:10]=[C:9]1[Cl:27])[C:2]1[CH:7]=[CH:6][CH:5]=[CH:4][CH:3]=1. The catalyst is CO. (3) The reactants are C(N(CC)C(C)C)C.Cl.[N:10]1[CH:15]=[CH:14][CH:13]=[CH:12][C:11]=1[C:16]1[N:21]=[CH:20][C:19]([C:22]([OH:24])=O)=[CH:18][N:17]=1.[CH3:25][S:26]([C:29]1[CH:30]=[C:31]2[C:35](=[CH:36][CH:37]=1)[N:34]([NH2:38])[CH:33]=[CH:32]2)(=[O:28])=[O:27].CN(C(ON1N=NC2C=CC=CC1=2)=[N+](C)C)C.[B-](F)(F)(F)F. The catalyst is CN(C=O)C. The product is [CH3:25][S:26]([C:29]1[CH:30]=[C:31]2[C:35](=[CH:36][CH:37]=1)[N:34]([NH:38][C:22]([C:19]1[CH:20]=[N:21][C:16]([C:11]3[CH:12]=[CH:13][CH:14]=[CH:15][N:10]=3)=[N:17][CH:18]=1)=[O:24])[CH:33]=[CH:32]2)(=[O:28])=[O:27]. The yield is 0.270.